This data is from Full USPTO retrosynthesis dataset with 1.9M reactions from patents (1976-2016). The task is: Predict the reactants needed to synthesize the given product. Given the product [N:3]1[CH:8]=[CH:7][CH:6]=[C:5]([CH2:9][O:10][CH2:22][C:26]([O:25][CH2:24][CH2:23][CH2:12][CH3:13])=[O:21])[CH:4]=1, predict the reactants needed to synthesize it. The reactants are: [H-].[Na+].[N:3]1[CH:8]=[CH:7][CH:6]=[C:5]([CH2:9][OH:10])[CH:4]=1.Br[CH:12](C)[C:13](OC(C)(C)C)=O.[OH2:21].[CH2:22]1[CH2:26][O:25][CH2:24][CH2:23]1.